This data is from NCI-60 drug combinations with 297,098 pairs across 59 cell lines. The task is: Regression. Given two drug SMILES strings and cell line genomic features, predict the synergy score measuring deviation from expected non-interaction effect. (1) Drug 1: C1=CC=C(C(=C1)C(C2=CC=C(C=C2)Cl)C(Cl)Cl)Cl. Drug 2: COC1=NC(=NC2=C1N=CN2C3C(C(C(O3)CO)O)O)N. Cell line: 786-0. Synergy scores: CSS=16.2, Synergy_ZIP=-0.750, Synergy_Bliss=-0.373, Synergy_Loewe=-2.93, Synergy_HSA=0.119. (2) Drug 1: CC(C)NC(=O)C1=CC=C(C=C1)CNNC.Cl. Drug 2: CC12CCC3C(C1CCC2OP(=O)(O)O)CCC4=C3C=CC(=C4)OC(=O)N(CCCl)CCCl.[Na+]. Cell line: CAKI-1. Synergy scores: CSS=4.34, Synergy_ZIP=-1.97, Synergy_Bliss=0.775, Synergy_Loewe=-6.86, Synergy_HSA=-2.85.